Dataset: Reaction yield outcomes from USPTO patents with 853,638 reactions. Task: Predict the reaction yield, written as a fraction of the theoretical maximum amount of product (1.0 means a 100% yield; for example, 0.34 means a 34% yield). The reactants are [ClH:1].O1CCOCC1.[Cl:8][C:9]1[C:10]([F:38])=[C:11]([CH:35]=[CH:36][CH:37]=1)[C:12]([N:14]1[CH2:19][CH2:18][N:17](C(OC(C)(C)C)=O)[CH2:16][CH:15]1[CH2:27][O:28][C:29]1[CH:30]=[N:31][CH:32]=[CH:33][CH:34]=1)=[O:13]. No catalyst specified. The product is [ClH:8].[ClH:1].[Cl:8][C:9]1[C:10]([F:38])=[C:11]([C:12]([N:14]2[CH2:19][CH2:18][NH:17][CH2:16][CH:15]2[CH2:27][O:28][C:29]2[CH:30]=[N:31][CH:32]=[CH:33][CH:34]=2)=[O:13])[CH:35]=[CH:36][CH:37]=1. The yield is 0.920.